This data is from Catalyst prediction with 721,799 reactions and 888 catalyst types from USPTO. The task is: Predict which catalyst facilitates the given reaction. (1) Reactant: [Br:1][C:2]1[CH:7]=[C:6]([F:8])[C:5]([N+:9]([O-:11])=[O:10])=[CH:4][C:3]=1[OH:12].C([O-])([O-])=O.[Cs+].[Cs+].[CH2:19](Br)[C:20]1[CH:25]=[CH:24][CH:23]=[CH:22][CH:21]=1. Product: [CH2:19]([O:12][C:3]1[CH:4]=[C:5]([N+:9]([O-:11])=[O:10])[C:6]([F:8])=[CH:7][C:2]=1[Br:1])[C:20]1[CH:25]=[CH:24][CH:23]=[CH:22][CH:21]=1. The catalyst class is: 3. (2) Reactant: [F:1][C:2]([F:36])([F:35])[C:3]1[CH:4]=[C:5]([C:13]([CH3:34])([CH3:33])[C:14]([N:16]([C:18]2[CH:19]=[N:20][C:21](Cl)=[CH:22][C:23]=2[C:24]2[CH:29]=[CH:28][C:27]([F:30])=[CH:26][C:25]=2[CH3:31])[CH3:17])=[O:15])[CH:6]=[C:7]([C:9]([F:12])([F:11])[F:10])[CH:8]=1.C(=O)([O-])[O-].[K+].[K+].[OH:43][CH2:44][C@@H:45]1[C@@H:49]([OH:50])[CH2:48][CH2:47][NH:46]1. Product: [F:1][C:2]([F:36])([F:35])[C:3]1[CH:4]=[C:5]([C:13]([CH3:34])([CH3:33])[C:14]([N:16]([C:18]2[CH:19]=[N:20][C:21]([N:46]3[CH2:47][CH2:48][C@H:49]([OH:50])[C@H:45]3[CH2:44][OH:43])=[CH:22][C:23]=2[C:24]2[CH:29]=[CH:28][C:27]([F:30])=[CH:26][C:25]=2[CH3:31])[CH3:17])=[O:15])[CH:6]=[C:7]([C:9]([F:12])([F:11])[F:10])[CH:8]=1. The catalyst class is: 148. (3) Reactant: [CH2:1]([P:3]([CH:6]=[CH:7][CH3:8])(=[O:5])[OH:4])[CH3:2].[O-]CCCC.[O-]CCCC.[O-]CCCC.[O-]CCCC.[Ti+4:29]. Product: [Ti+4:29].[CH2:1]([P:3]([CH:6]=[CH:7][CH3:8])(=[O:4])[O-:5])[CH3:2].[CH2:1]([P:3]([CH:6]=[CH:7][CH3:8])(=[O:4])[O-:5])[CH3:2].[CH2:1]([P:3]([CH:6]=[CH:7][CH3:8])(=[O:4])[O-:5])[CH3:2].[CH2:1]([P:3]([CH:6]=[CH:7][CH3:8])(=[O:4])[O-:5])[CH3:2]. The catalyst class is: 11. (4) Reactant: [H-].[Na+].[O:3]=[C:4]([CH2:12][CH2:13][CH2:14][CH2:15][CH3:16])[CH2:5]P(=O)(OC)OC.[CH:17]([C@H:19]1[CH2:23][CH2:22][C:21](=[O:24])[N:20]1[CH2:25][CH2:26][S:27][CH2:28][CH2:29][CH2:30][C:31]([O:33][CH3:34])=[O:32])=O. Product: [O:24]=[C:21]1[CH2:22][CH2:23][C@H:19](/[CH:17]=[CH:5]/[C:4](=[O:3])[CH2:12][CH2:13][CH2:14][CH2:15][CH3:16])[N:20]1[CH2:25][CH2:26][S:27][CH2:28][CH2:29][CH2:30][C:31]([O:33][CH3:34])=[O:32]. The catalyst class is: 57. (5) Reactant: S(=O)(=O)(O)O.[N:6]1([C:15]2[CH:21]=[CH:20][CH:19]=[CH:18][C:16]=2N)[C:14]2[C:9](=[CH:10][CH:11]=[CH:12][CH:13]=2)[CH:8]=[N:7]1.Cl.N([O-])=O.[Na+].[I-:27].[K+]. Product: [I:27][C:16]1[CH:18]=[CH:19][CH:20]=[CH:21][C:15]=1[N:6]1[C:14]2[C:9](=[CH:10][CH:11]=[CH:12][CH:13]=2)[CH:8]=[N:7]1. The catalyst class is: 69. (6) Reactant: [CH3:1][O:2][C:3](=[O:31])[C@H:4]([CH2:13][C:14]1[CH:19]=[CH:18][C:17]([NH:20][C:21]([C:23]2[C:28]([Cl:29])=[CH:27][CH:26]=[CH:25][C:24]=2[Cl:30])=[O:22])=[CH:16][CH:15]=1)[NH:5]C(OC(C)(C)C)=O.Cl.C(OCC)C. Product: [ClH:29].[CH3:1][O:2][C:3](=[O:31])[C@H:4]([CH2:13][C:14]1[CH:15]=[CH:16][C:17]([NH:20][C:21]([C:23]2[C:28]([Cl:29])=[CH:27][CH:26]=[CH:25][C:24]=2[Cl:30])=[O:22])=[CH:18][CH:19]=1)[NH2:5]. The catalyst class is: 12. (7) Reactant: C[N:2](C)[CH:3]=[CH:4][C:5]([C:7]1[C:12](=[O:13])[CH:11]=[CH:10][N:9]([C:14]2[CH:19]=[CH:18][CH:17]=[C:16]([C:20]([F:23])([F:22])[F:21])[CH:15]=2)[N:8]=1)=O.[C:25]1([NH:31]N)[CH:30]=[CH:29][CH:28]=[CH:27][CH:26]=1. Product: [C:25]1([N:31]2[C:5]([C:7]3[C:12](=[O:13])[CH:11]=[CH:10][N:9]([C:14]4[CH:19]=[CH:18][CH:17]=[C:16]([C:20]([F:23])([F:22])[F:21])[CH:15]=4)[N:8]=3)=[CH:4][CH:3]=[N:2]2)[CH:30]=[CH:29][CH:28]=[CH:27][CH:26]=1. The catalyst class is: 8.